This data is from Catalyst prediction with 721,799 reactions and 888 catalyst types from USPTO. The task is: Predict which catalyst facilitates the given reaction. (1) Product: [ClH:51].[CH2:1]([O:8][C:9]([C@@H:11]1[CH2:15][C@H:14]([NH:16][C:17]([O:19][CH2:20][CH:21]2[C:33]3[CH:32]=[CH:31][CH:30]=[CH:29][C:28]=3[C:27]3[C:22]2=[CH:23][CH:24]=[CH:25][CH:26]=3)=[O:18])[CH2:13][N:12]1[C:34](=[O:50])[C@@H:35]([NH2:42])[CH:36]1[CH2:41][CH2:40][CH2:39][CH2:38][CH2:37]1)=[O:10])[C:2]1[CH:3]=[CH:4][CH:5]=[CH:6][CH:7]=1. Reactant: [CH2:1]([O:8][C:9]([C@@H:11]1[CH2:15][C@H:14]([NH:16][C:17]([O:19][CH2:20][CH:21]2[C:33]3[CH:32]=[CH:31][CH:30]=[CH:29][C:28]=3[C:27]3[C:22]2=[CH:23][CH:24]=[CH:25][CH:26]=3)=[O:18])[CH2:13][N:12]1[C:34](=[O:50])[C@@H:35]([NH:42]C(OC(C)(C)C)=O)[CH:36]1[CH2:41][CH2:40][CH2:39][CH2:38][CH2:37]1)=[O:10])[C:2]1[CH:7]=[CH:6][CH:5]=[CH:4][CH:3]=1.[ClH:51]. The catalyst class is: 12. (2) Reactant: C[Si]([N-][Si](C)(C)C)(C)C.[Li+].[C:11]([O:15][C:16](=[O:32])[CH2:17][N:18]=[C:19]([C:26]1[CH:31]=[CH:30][CH:29]=[CH:28][CH:27]=1)[C:20]1[CH:25]=[CH:24][CH:23]=[CH:22][CH:21]=1)([CH3:14])([CH3:13])[CH3:12].Br[CH2:34][C:35]1[CH:36]=[CH:37][C:38]([NH:41][C:42](=[O:48])[O:43][C:44]([CH3:47])([CH3:46])[CH3:45])=[N:39][CH:40]=1. Product: [C:19](=[N:18][CH:17]([CH2:34][C:35]1[CH:40]=[N:39][C:38]([NH:41][C:42]([O:43][C:44]([CH3:47])([CH3:46])[CH3:45])=[O:48])=[CH:37][CH:36]=1)[C:16]([O:15][C:11]([CH3:14])([CH3:12])[CH3:13])=[O:32])([C:20]1[CH:21]=[CH:22][CH:23]=[CH:24][CH:25]=1)[C:26]1[CH:27]=[CH:28][CH:29]=[CH:30][CH:31]=1. The catalyst class is: 20. (3) Reactant: [Br:1][C:2]1[C:10]([N+:11]([O-:13])=[O:12])=[CH:9][CH:8]=[CH:7][C:3]=1[C:4](O)=[O:5].CN.O1CCCC1.C[CH2:22][N:23](C(C)C)C(C)C. Product: [Br:1][C:2]1[C:10]([N+:11]([O-:13])=[O:12])=[CH:9][CH:8]=[CH:7][C:3]=1[C:4]([NH:23][CH3:22])=[O:5]. The catalyst class is: 31. (4) Reactant: [CH2:1]([O:3][C:4](=[O:12])/[CH:5]=[CH:6]/[C:7]([O:9][CH2:10][CH3:11])=[O:8])[CH3:2].[CH2:13]([NH:20][CH2:21]C(O)=O)[C:14]1[CH:19]=[CH:18][CH:17]=[CH:16][CH:15]=1.[CH2:25]=O. Product: [CH2:1]([O:3][C:4]([C@H:5]1[C@H:6]([C:7]([O:9][CH2:10][CH3:11])=[O:8])[CH2:21][N:20]([CH2:13][C:14]2[CH:15]=[CH:16][CH:17]=[CH:18][CH:19]=2)[CH2:25]1)=[O:12])[CH3:2]. The catalyst class is: 11. (5) Reactant: [N+:1]([C:4]1[CH:21]=[CH:20][C:7]([CH2:8][NH:9][CH2:10][C:11]2[CH:16]=[CH:15][C:14]([N+:17]([O-:19])=[O:18])=[CH:13][CH:12]=2)=[CH:6][CH:5]=1)([O-:3])=[O:2].[C:22](OC(=O)C)(=[O:24])[CH3:23]. The catalyst class is: 17. Product: [N+:1]([C:4]1[CH:5]=[CH:6][C:7]([CH2:8][N:9]([CH2:10][C:11]2[CH:16]=[CH:15][C:14]([N+:17]([O-:19])=[O:18])=[CH:13][CH:12]=2)[C:22](=[O:24])[CH3:23])=[CH:20][CH:21]=1)([O-:3])=[O:2]. (6) Reactant: Br[CH2:2][CH2:3][O:4][C:5]1[C:10]([CH3:11])=[CH:9][C:8]([C:12]2[NH:21][C:20](=[O:22])[C:19]3[C:14](=[CH:15][C:16]([O:25][CH3:26])=[CH:17][C:18]=3[O:23][CH3:24])[N:13]=2)=[CH:7][C:6]=1[CH3:27].[F:28][C:29]([F:33])([F:32])[CH2:30][NH2:31].C1COCC1.O. Product: [CH3:27][C:6]1[CH:7]=[C:8]([C:12]2[NH:21][C:20](=[O:22])[C:19]3[C:14](=[CH:15][C:16]([O:25][CH3:26])=[CH:17][C:18]=3[O:23][CH3:24])[N:13]=2)[CH:9]=[C:10]([CH3:11])[C:5]=1[O:4][CH2:3][CH2:2][NH:31][CH2:30][C:29]([F:33])([F:32])[F:28]. The catalyst class is: 3.